This data is from Reaction yield outcomes from USPTO patents with 853,638 reactions. The task is: Predict the reaction yield, written as a fraction of the theoretical maximum amount of product (1.0 means a 100% yield; for example, 0.34 means a 34% yield). (1) The reactants are [H-].[Na+].[O:3]=[C:4]1[NH:9][N:8]=[N:7][C:6]2=[C:10]([C:13]([NH2:15])=[O:14])[N:11]=[CH:12][N:5]12.[CH3:16]I. The catalyst is CN(C=O)C. The product is [CH3:16][N:9]1[N:8]=[N:7][C:6]2[N:5]([CH:12]=[N:11][C:10]=2[C:13]([NH2:15])=[O:14])[C:4]1=[O:3]. The yield is 0.610. (2) The catalyst is C(O)C. The product is [C:21]1([CH3:48])[CH:26]=[CH:25][C:24]([C:27]([C@:29]([C:45]([OH:47])=[O:46])([OH:44])[C@:30]([C:35]([C:37]2[CH:38]=[CH:39][C:40]([CH3:43])=[CH:41][CH:42]=2)=[O:36])([OH:34])[C:31]([OH:33])=[O:32])=[O:28])=[CH:23][CH:22]=1.[NH:1]1[CH2:5][CH2:4][C@H:3](/[CH:6]=[CH:7]/[C:8]2[CH:9]=[N:10][CH:11]=[C:12]([O:14][CH:15]3[CH2:20][CH2:19][O:18][CH2:17][CH2:16]3)[CH:13]=2)[CH2:2]1. The reactants are [NH:1]1[CH2:5][CH2:4][C@H:3](/[CH:6]=[CH:7]/[C:8]2[CH:9]=[N:10][CH:11]=[C:12]([O:14][CH:15]3[CH2:20][CH2:19][O:18][CH2:17][CH2:16]3)[CH:13]=2)[CH2:2]1.[C:21]1([CH3:48])[CH:26]=[CH:25][C:24]([C:27]([C@:29]([C:45]([OH:47])=[O:46])([OH:44])[C@:30]([C:35]([C:37]2[CH:42]=[CH:41][C:40]([CH3:43])=[CH:39][CH:38]=2)=[O:36])([OH:34])[C:31]([OH:33])=[O:32])=[O:28])=[CH:23][CH:22]=1. The yield is 0.720. (3) The reactants are [CH2:1]([N:3]([CH2:38][CH3:39])[CH2:4][CH2:5][CH2:6][NH:7][C:8]1[N:9]=[C:10]([C:27]2[CH:28]=[C:29]([CH:33]=[C:34]([F:37])[C:35]=2[CH3:36])[C:30](O)=[O:31])[C:11]2[CH:17]=[CH:16][C:15](=[O:18])[N:14]([C:19]3[C:24]([F:25])=[CH:23][CH:22]=[CH:21][C:20]=3[F:26])[C:12]=2[N:13]=1)[CH3:2].CN(C(O[N:48]1N=N[C:50]2[CH:51]=[CH:52][CH:53]=[CH:54][C:49]1=2)=[N+](C)C)C.F[P-](F)(F)(F)(F)F.C(N(CC)CC)C.NC1C=CC=CC=1. The catalyst is CN(C=O)C. The product is [CH2:38]([N:3]([CH2:1][CH3:2])[CH2:4][CH2:5][CH2:6][NH:7][C:8]1[N:9]=[C:10]([C:27]2[CH:28]=[C:29]([CH:33]=[C:34]([F:37])[C:35]=2[CH3:36])[C:30]([NH:48][C:49]2[CH:54]=[CH:53][CH:52]=[CH:51][CH:50]=2)=[O:31])[C:11]2[CH:17]=[CH:16][C:15](=[O:18])[N:14]([C:19]3[C:24]([F:25])=[CH:23][CH:22]=[CH:21][C:20]=3[F:26])[C:12]=2[N:13]=1)[CH3:39]. The yield is 0.420.